This data is from Full USPTO retrosynthesis dataset with 1.9M reactions from patents (1976-2016). The task is: Predict the reactants needed to synthesize the given product. (1) Given the product [C:1](=[O:10])([O:5][CH2:6][CH2:7][O:8][CH3:9])[O:2][CH2:3][O:40][C:26]1[C:25](=[O:41])[C:24]([C:22]([NH:21][CH2:20][C:14]2[CH:15]=[CH:16][C:17]([F:19])=[CH:18][C:13]=2[F:12])=[O:23])=[CH:39][N:28]2[C:27]=1[C:36](=[O:37])[N:35]1[C@@H:30]([O:31][CH2:32][CH2:33][C@H:34]1[CH3:38])[CH2:29]2, predict the reactants needed to synthesize it. The reactants are: [C:1](=[O:10])([O:5][CH2:6][CH2:7][O:8][CH3:9])[O:2][CH2:3]I.[Na].[F:12][C:13]1[CH:18]=[C:17]([F:19])[CH:16]=[CH:15][C:14]=1[CH2:20][NH:21][C:22]([C:24]1[C:25](=[O:41])[C:26]([OH:40])=[C:27]2[C:36](=[O:37])[N:35]3[C@@H:30]([O:31][CH2:32][CH2:33][C@H:34]3[CH3:38])[CH2:29][N:28]2[CH:39]=1)=[O:23].C(=O)([O-])[O-].[K+].[K+]. (2) Given the product [CH2:1]([O:8][C:9]1[C:24]([O:25][CH3:26])=[CH:23][C:22]([N+:27]([O-:29])=[O:28])=[C:11]([CH:10]=1)[C:12]([O:14][CH2:15][C:16]1[CH:17]=[CH:18][CH:19]=[CH:20][CH:21]=1)=[O:13])[C:2]1[CH:7]=[CH:6][CH:5]=[CH:4][CH:3]=1, predict the reactants needed to synthesize it. The reactants are: [CH2:1]([O:8][C:9]1[CH:10]=[C:11]([CH:22]=[CH:23][C:24]=1[O:25][CH3:26])[C:12]([O:14][CH2:15][C:16]1[CH:21]=[CH:20][CH:19]=[CH:18][CH:17]=1)=[O:13])[C:2]1[CH:7]=[CH:6][CH:5]=[CH:4][CH:3]=1.[N+:27]([O-])([OH:29])=[O:28].[OH-].[Na+].C([O-])(O)=O.[Na+]. (3) Given the product [Br:1][C:2]1[S:22][C:5]2[C:6]([CH3:20])([CH3:21])[N:7]([CH2:10][CH2:11][OH:12])[C:8](=[O:9])[C:4]=2[CH:3]=1, predict the reactants needed to synthesize it. The reactants are: [Br:1][C:2]1[S:22][C:5]2[C:6]([CH3:21])([CH3:20])[N:7]([CH2:10][CH2:11][O:12][Si](C(C)(C)C)(C)C)[C:8](=[O:9])[C:4]=2[CH:3]=1.C(O)(=O)C.O.